Dataset: Forward reaction prediction with 1.9M reactions from USPTO patents (1976-2016). Task: Predict the product of the given reaction. (1) Given the reactants [CH3:1][C:2]1[CH:7]=[C:6]([CH3:8])[C:5]([CH3:9])=[CH:4][C:3]=1[CH2:10][C:11]([OH:13])=[O:12].C1(C(=CC(=CC=1)C)C)C.C(O)(=O)C=[O:25], predict the reaction product. The product is: [CH3:1][C:2]1[CH:7]=[C:6]([CH3:8])[C:5]([CH3:9])=[CH:4][C:3]=1[CH:10]([OH:25])[C:11]([OH:13])=[O:12]. (2) Given the reactants [CH3:1][CH2:2][C@@H:3]1[NH:46][C:44](=[O:45])[C@H:43]([C@H:47]([OH:54])[C@@H:48]([CH2:50]/[CH:51]=[CH:52]/[CH3:53])[CH3:49])[N:42]([CH3:55])[C:40](=[O:41])[C@H:39]([CH:56]([CH3:58])[CH3:57])[N:38]([CH3:59])[C:36](=[O:37])[C@H:35]([CH2:60][CH:61]([CH3:63])[CH3:62])[N:34]([CH3:64])[C:32](=[O:33])[C@H:31]([CH2:65][CH:66]([CH3:68])[CH3:67])[N:30]([CH3:69])[C:28](=[O:29])[C@@H:27]([CH3:70])[NH:26][C:24](=[O:25])[C@H:23]([CH3:71])[NH:22][C:20](=[O:21])[C@H:19]([CH2:72][CH:73]([CH3:75])[CH3:74])[N:18]([CH3:76])[C:16](=[O:17])[C@H:15]([CH:77]([CH3:79])[CH3:78])[NH:14][C:12](=[O:13])[C@H:11]([CH2:80][CH:81]([CH3:83])[CH3:82])[N:10]([CH3:84])[C:8](=[O:9])[CH2:7][N:6]([CH3:85])[C:4]1=[O:5].CCCCC(C(O)C1N(C)C(=O)C(C(C)C)N(C)C(=O)C(CC(C)C)N(C)C(=O)C(CC(C)C)N(C)C(=O)C(C)NC(=O)C(C)NC(=O)C(CC(C)C)N(C)C(=O)C(C(C)C)NC(=O)C(C(C)(C)C)N(C)C(=O)CN(C)C(=O)C(C(O)C)NC1=[O:95])C, predict the reaction product. The product is: [CH3:53]/[CH:52]=[CH:51]/[CH2:50][C@H:48]([C@@H:47]([OH:54])[C@@H:43]1[N:42]([CH3:55])[C:40](=[O:41])[C@H:39]([CH:56]([CH3:57])[CH3:58])[N:38]([CH3:59])[C:36](=[O:37])[C@H:35]([CH2:60][CH:61]([CH3:62])[CH3:63])[N:34]([CH3:64])[C:32](=[O:33])[C@H:31]([CH2:65][CH:66]([CH3:68])[CH3:67])[N:30]([CH3:69])[C:28](=[O:29])[C@@H:27]([CH3:70])[NH:26][C:24](=[O:25])[C@H:23]([CH3:71])[NH:22][C:20](=[O:21])[C@H:19]([CH2:72][CH:73]([CH3:75])[CH3:74])[N:18]([CH3:76])[C:16](=[O:17])[C@H:15]([CH:77]([CH3:79])[CH3:78])[NH:14][C:12](=[O:13])[C@H:11]([CH2:80][CH:81]([CH3:83])[CH3:82])[N:10]([CH3:84])[C:8](=[O:9])[CH2:7][N:6]([CH3:85])[C:4](=[O:5])[C@H:3]([C@H:2]([OH:95])[CH3:1])[NH:46][C:44]1=[O:45])[CH3:49]. (3) Given the reactants [C:1]([NH:8][C@@H:9]([C:11]([OH:13])=O)[CH3:10])([O:3][C:4]([CH3:7])([CH3:6])[CH3:5])=[O:2].C1[CH:15]=[CH:16][C:17]2[N:22](O)N=N[C:18]=2[CH:19]=1.CCN(C(C)C)C(C)C.C1(N)CCCC1.C(Cl)CCl, predict the reaction product. The product is: [CH:17]1([NH:22][C:11](=[O:13])[C@H:9]([NH:8][C:1](=[O:2])[O:3][C:4]([CH3:5])([CH3:6])[CH3:7])[CH3:10])[CH2:16][CH2:15][CH2:19][CH2:18]1. (4) Given the reactants [CH3:1][N:2]1[C:7]([C:8]([F:11])([F:10])[F:9])=[CH:6][CH:5]=[C:4]([C:12]([OH:14])=[O:13])[C:3]1=[O:15].[C:16](Cl)(=O)C(Cl)=O.CO.C(N(CC)CC)C, predict the reaction product. The product is: [CH3:16][O:13][C:12]([C:4]1[C:3](=[O:15])[N:2]([CH3:1])[C:7]([C:8]([F:9])([F:10])[F:11])=[CH:6][CH:5]=1)=[O:14]. (5) Given the reactants [H-].[Na+].[C:3](=O)([O:6]C)[O:4][CH3:5].[C:9]([O:13][C:14]([N:16]1[CH:21]2[CH2:22][CH2:23][CH:17]1[CH2:18][C:19](=[O:24])[CH2:20]2)=[O:15])([CH3:12])([CH3:11])[CH3:10].[NH4+].[Cl-], predict the reaction product. The product is: [CH3:5][O:4][C:3]([C:20]1[C@@H:21]2[N:16]([C:14]([O:13][C:9]([CH3:12])([CH3:10])[CH3:11])=[O:15])[C@H:17]([CH2:18][C:19]=1[OH:24])[CH2:23][CH2:22]2)=[O:6]. (6) Given the reactants [C:1]([CH2:3][C:4]([O:6][CH2:7][CH3:8])=[O:5])#[N:2].[H-].[Na+].F[C:12]1[CH:21]=[CH:20][C:15]([C:16]([O:18][CH3:19])=[O:17])=[CH:14][C:13]=1[N+:22]([O-:24])=[O:23], predict the reaction product. The product is: [C:1]([CH:3]([C:12]1[CH:21]=[CH:20][C:15]([C:16]([O:18][CH3:19])=[O:17])=[CH:14][C:13]=1[N+:22]([O-:24])=[O:23])[C:4]([O:6][CH2:7][CH3:8])=[O:5])#[N:2]. (7) The product is: [Cl:11][C:10]1[C:4]([Cl:3])=[CH:5][C:6]([NH2:7])=[C:8]([I:1])[CH:9]=1. Given the reactants [I:1]Cl.[Cl:3][C:4]1[CH:5]=[C:6]([CH:8]=[CH:9][C:10]=1[Cl:11])[NH2:7], predict the reaction product. (8) Given the reactants Cl[CH2:2][CH2:3][CH2:4][C:5]1[S:9][C:8]([C:10]2[CH:15]=[CH:14][CH:13]=[CH:12][CH:11]=2)=[N:7][C:6]=1[C:16]([NH:18][C:19]1[CH:24]=[CH:23][CH:22]=[CH:21][C:20]=1[C:25]1[S:26][C:27]2[C:32]([N:33]=1)=[CH:31][CH:30]=[CH:29][N:28]=2)=[O:17].[CH3:34][O:35][CH2:36][CH2:37][N:38]1[CH2:43][CH2:42][NH:41][CH2:40][CH2:39]1.O, predict the reaction product. The product is: [CH3:34][O:35][CH2:36][CH2:37][N:38]1[CH2:43][CH2:42][N:41]([CH2:2][CH2:3][CH2:4][C:5]2[S:9][C:8]([C:10]3[CH:15]=[CH:14][CH:13]=[CH:12][CH:11]=3)=[N:7][C:6]=2[C:16]([NH:18][C:19]2[CH:24]=[CH:23][CH:22]=[CH:21][C:20]=2[C:25]2[S:26][C:27]3[C:32]([N:33]=2)=[CH:31][CH:30]=[CH:29][N:28]=3)=[O:17])[CH2:40][CH2:39]1. (9) Given the reactants [NH2:1][C:2]1[S:6][N:5]=[C:4]([CH3:7])[C:3]=1[C:8]([NH:10][C:11]1[CH:12]=[N:13][C:14]([O:17][CH3:18])=[CH:15][CH:16]=1)=[O:9].Cl[C:20]1[C:21]([C:26]#[N:27])=[N:22][CH:23]=[CH:24][N:25]=1.C(=O)([O-])[O-].[Cs+].[Cs+].CC1(C)C2C(=C(P(C3C=CC=CC=3)C3C=CC=CC=3)C=CC=2)OC2C(P(C3C=CC=CC=3)C3C=CC=CC=3)=CC=CC1=2, predict the reaction product. The product is: [C:26]([C:21]1[C:20]([NH:1][C:2]2[S:6][N:5]=[C:4]([CH3:7])[C:3]=2[C:8]([NH:10][C:11]2[CH:12]=[N:13][C:14]([O:17][CH3:18])=[CH:15][CH:16]=2)=[O:9])=[N:25][CH:24]=[CH:23][N:22]=1)#[N:27].